The task is: Predict which catalyst facilitates the given reaction.. This data is from Catalyst prediction with 721,799 reactions and 888 catalyst types from USPTO. (1) Reactant: [CH2:1]([C:3]1[CH:8]=[C:7]([CH2:9][CH3:10])[C:6]([S:11][CH2:12][C:13]([F:16])([F:15])[F:14])=[CH:5][C:4]=1[NH:17]C(=O)C)[CH3:2].[OH-].[Na+]. Product: [CH2:1]([C:3]1[CH:8]=[C:7]([CH2:9][CH3:10])[C:6]([S:11][CH2:12][C:13]([F:15])([F:14])[F:16])=[CH:5][C:4]=1[NH2:17])[CH3:2]. The catalyst class is: 33. (2) Reactant: [CH3:1][O:2][C:3]([C:5]1[O:9][N:8]=[C:7]([C:10]2[CH:15]=[CH:14][CH:13]=[CH:12][CH:11]=2)[C:6]=1[C:16]([OH:18])=O)=[O:4].Cl.CN.C1C=CC2N(O)N=[N:28][C:26]=2C=1.C(Cl)CCl.C(N(C(C)C)CC)(C)C. Product: [CH3:26][NH:28][C:16]([C:6]1[C:7]([C:10]2[CH:15]=[CH:14][CH:13]=[CH:12][CH:11]=2)=[N:8][O:9][C:5]=1[C:3]([O:2][CH3:1])=[O:4])=[O:18]. The catalyst class is: 3. (3) Reactant: Cl[C:2]1[CH:7]=[C:6]([N:8]([CH2:16][CH:17]([N:19]2[CH2:24][CH2:23][O:22][CH2:21][CH2:20]2)[CH3:18])C(=O)OC(C)(C)C)[N:5]2[N:25]=[CH:26][CH:27]=[C:4]2[N:3]=1.[Cl:28][C:29]1[CH:30]=[CH:31][C:32]([F:36])=[C:33]([CH:35]=1)[NH2:34].[Li+].C[Si]([N-][Si](C)(C)C)(C)C.CC(C1C=C(C(C)C)C(C2C=CC=CC=2P(C2CCCCC2)C2CCCCC2)=C(C(C)C)C=1)C. Product: [Cl:28][C:29]1[CH:30]=[CH:31][C:32]([F:36])=[C:33]([NH:34][C:2]2[CH:7]=[C:6]([NH:8][CH2:16][CH:17]([N:19]3[CH2:20][CH2:21][O:22][CH2:23][CH2:24]3)[CH3:18])[N:5]3[N:25]=[CH:26][CH:27]=[C:4]3[N:3]=2)[CH:35]=1. The catalyst class is: 110. (4) Reactant: [CH2:1]([O:3][C:4](=[O:16])[CH:5]=[C:6]1[CH2:11][CH2:10][N:9]2[C:12](=[O:15])[O:13][CH2:14][C@H:8]2[CH2:7]1)[CH3:2]. Product: [CH2:1]([O:3][C:4](=[O:16])[CH2:5][C@H:6]1[CH2:11][CH2:10][N:9]2[C:12](=[O:15])[O:13][CH2:14][C@H:8]2[CH2:7]1)[CH3:2]. The catalyst class is: 105. (5) Reactant: [CH2:1]1[CH:6]2[CH2:7][N:8]3[C:13](=[O:14])[C:12]([OH:15])=[C:11]([C:16]([NH:18][CH2:19][C:20]4[CH:25]=[CH:24][C:23]([F:26])=[CH:22][CH:21]=4)=[O:17])[N:10]=[C:9]3[C:3]([NH:27]C(OCC3C=CC=CC=3)=O)([CH2:4][O:5]2)[CH2:2]1. Product: [CH2:1]1[CH:6]2[CH2:7][N:8]3[C:13](=[O:14])[C:12]([OH:15])=[C:11]([C:16]([NH:18][CH2:19][C:20]4[CH:21]=[CH:22][C:23]([F:26])=[CH:24][CH:25]=4)=[O:17])[N:10]=[C:9]3[C:3]([NH2:27])([CH2:4][O:5]2)[CH2:2]1. The catalyst class is: 19. (6) Reactant: Cl.[NH:2]1[CH2:7][CH2:6][CH:5]([N:8]2[C:13]3[C:14]4[CH:20]=[CH:19][N:18]([CH2:21][O:22][CH2:23][CH2:24][Si:25]([CH3:28])([CH3:27])[CH3:26])[C:15]=4[N:16]=[CH:17][C:12]=3[C:11](=[O:29])[NH:10][C:9]2=[O:30])[CH2:4][CH2:3]1.[C:31]([C:33]1[CH:40]=[CH:39][C:36]([CH:37]=O)=[CH:35][CH:34]=1)#[N:32].B.N1C=CC=CC=1C.[OH-].[Na+]. Product: [O:30]=[C:9]1[N:8]([CH:5]2[CH2:4][CH2:3][N:2]([CH2:37][C:36]3[CH:39]=[CH:40][C:33]([C:31]#[N:32])=[CH:34][CH:35]=3)[CH2:7][CH2:6]2)[C:13]2[C:14]3[CH:20]=[CH:19][N:18]([CH2:21][O:22][CH2:23][CH2:24][Si:25]([CH3:27])([CH3:26])[CH3:28])[C:15]=3[N:16]=[CH:17][C:12]=2[C:11](=[O:29])[NH:10]1. The catalyst class is: 130. (7) Reactant: C([O:4][C@H:5]1[C@@H:10]([O:11]C(=O)C)[C@H:9]([O:15]C(=O)C)[C@@H:8]([CH2:19][O:20]C(=O)C)[O:7][C@@H:6]1[O:24][C@H:25]1[C@H:30]([O:31]C(=O)C)[C@@H:29]([CH2:35][O:36]C(=O)C)[O:28][C@H:27]([O:40][C@H:41]2[C@H:46]([O:47]C(=O)C)[C@@H:45]([CH2:51][O:52]C(=O)C)[O:44][C@H:43]([O:56][C@H:57]3[C@H:62]([O:63]C(=O)C)[C@@H:61]([CH2:67][O:68]C(=O)C)[O:60][C@H:59]([O:72][C@H:73]4[C@@H:91]([O:92]C(=O)C)[C@H:90]([O:96]C(=O)C)[C@@H:89]([CH2:100][O:101]C(=O)C)[O:88][C@@H:74]4[O:75][CH2:76][CH2:77][CH2:78][CH2:79][CH2:80][CH2:81][CH2:82][CH2:83][CH2:84][CH2:85][CH2:86][CH3:87])[C@H:58]3[O:105]C(=O)C)[C@H:42]2[O:109]C(=O)C)[C@H:26]1[O:113]C(=O)C)(=O)C.C[O-].[Na+]. Product: [C@H:6]1([O:24][C@H:25]2[C@H:30]([OH:31])[C@@H:29]([CH2:35][OH:36])[O:28][C@H:27]([O:40][C@H:41]3[C@H:46]([OH:47])[C@@H:45]([CH2:51][OH:52])[O:44][C@H:43]([O:56][C@H:57]4[C@H:62]([OH:63])[C@@H:61]([CH2:67][OH:68])[O:60][C@H:59]([O:72][C@H:73]5[C@@H:91]([OH:92])[C@H:90]([OH:96])[C@@H:89]([CH2:100][OH:101])[O:88][C@@H:74]5[O:75][CH2:76][CH2:77][CH2:78][CH2:79][CH2:80][CH2:81][CH2:82][CH2:83][CH2:84][CH2:85][CH2:86][CH3:87])[C@H:58]4[OH:105])[C@H:42]3[OH:109])[C@H:26]2[OH:113])[O:7][C@H:8]([CH2:19][OH:20])[C@@H:9]([OH:15])[C@H:10]([OH:11])[C@@H:5]1[OH:4]. The catalyst class is: 5. (8) Reactant: [CH3:1][C:2]1[C:23]2[CH2:22][C:21]3[C:8](=[CH:9][C:10]4[CH2:11][C:12]5[C:17]([C:18](=O)[C:19]=4[CH:20]=3)=[C:16]([CH3:25])[CH:15]=[CH:14][C:13]=5[CH3:26])[C:7](=O)[C:6]=2[C:5]([CH3:28])=[CH:4][CH:3]=1. Product: [CH3:28][C:5]1[C:6]2[C:23](=[CH:22][C:21]3[C:8]([CH:7]=2)=[CH:9][C:10]2[C:19](=[CH:18][C:17]4[C:12]([CH:11]=2)=[C:13]([CH3:26])[CH:14]=[CH:15][C:16]=4[CH3:25])[CH:20]=3)[C:2]([CH3:1])=[CH:3][CH:4]=1. The catalyst class is: 270. (9) Reactant: [Cl:1][C:2]1[CH:3]=[C:4]([CH:11]([NH:14][C:15]([CH3:18])([CH3:17])[CH3:16])[CH2:12][OH:13])[CH:5]=[C:6]([C:9]#[N:10])[C:7]=1[NH2:8].[C:19]([C@:27]([C:42]([OH:44])=[O:43])([OH:41])[C@:28]([C:33](=[O:40])[C:34]1[CH:39]=[CH:38][CH:37]=[CH:36][CH:35]=1)([OH:32])[C:29]([OH:31])=[O:30])(=[O:26])[C:20]1[CH:25]=[CH:24][CH:23]=[CH:22][CH:21]=1.C(OCC)C. Product: [C:33]([C@:28]([C:29]([OH:31])=[O:30])([OH:32])[C@:27]([C:19](=[O:26])[C:20]1[CH:25]=[CH:24][CH:23]=[CH:22][CH:21]=1)([OH:41])[C:42]([OH:44])=[O:43])(=[O:40])[C:34]1[CH:39]=[CH:38][CH:37]=[CH:36][CH:35]=1.[Cl:1][C:2]1[CH:3]=[C:4]([CH:11]([NH:14][C:15]([CH3:18])([CH3:17])[CH3:16])[CH2:12][OH:13])[CH:5]=[C:6]([C:9]#[N:10])[C:7]=1[NH2:8]. The catalyst class is: 8. (10) Reactant: [Cl:1][C:2]1[CH:11]=[CH:10][C:9]2[C:8](=[O:12])[CH2:7][C:6]([CH3:14])([CH3:13])[CH2:5][C:4]=2[N:3]=1. Product: [ClH:1].[CH2:8]([O:12][C:2]1[CH:11]=[CH:10][C:9]2[C:8](=[O:12])[CH2:7][C:6]([CH3:14])([CH3:13])[CH2:5][C:4]=2[N:3]=1)[CH:9]([CH3:10])[CH3:4]. The catalyst class is: 619.